From a dataset of Reaction yield outcomes from USPTO patents with 853,638 reactions. Predict the reaction yield, written as a fraction of the theoretical maximum amount of product (1.0 means a 100% yield; for example, 0.34 means a 34% yield). (1) No catalyst specified. The product is [CH:1]1([C:4]2[NH:8][C:7]3[C:9]([C:14]([NH:17][CH2:18][CH:19]4[CH2:24][CH2:23][CH2:22][CH2:21][NH:20]4)=[O:16])=[CH:10][CH:11]=[C:12]([OH:13])[C:6]=3[N:5]=2)[CH2:2][CH2:3]1. The yield is 0.170. The reactants are [CH:1]1([C:4]2[NH:8][C:7]3[C:9]([C:14]([OH:16])=O)=[CH:10][CH:11]=[C:12]([OH:13])[C:6]=3[N:5]=2)[CH2:3][CH2:2]1.[NH2:17][CH2:18][CH:19]1[CH2:24][CH2:23][CH2:22][CH2:21][N:20]1C(OC(C)(C)C)=O. (2) The reactants are OS([O-])=O.[Na+].[CH:6]([C:8]1[CH:17]=[CH:16][C:11]([C:12]([O:14][CH3:15])=[O:13])=[CH:10][CH:9]=1)=O.[C:18]1([NH2:25])[C:19]([NH2:24])=[CH:20][CH:21]=[CH:22][CH:23]=1. The catalyst is C(O)C. The product is [NH:24]1[C:19]2[CH:20]=[CH:21][CH:22]=[CH:23][C:18]=2[N:25]=[C:6]1[C:8]1[CH:17]=[CH:16][C:11]([C:12]([O:14][CH3:15])=[O:13])=[CH:10][CH:9]=1. The yield is 1.00. (3) The reactants are C(OC([N:8]1[CH2:12][CH2:11][S:10][C@H:9]1[C:13]([O:15][C@H:16]([C:27]1[CH:32]=[CH:31][C:30]([O:33][CH:34]([F:36])[F:35])=[C:29]([O:37][CH3:38])[CH:28]=1)[CH2:17][C:18]1[C:23]([Cl:24])=[CH:22][N+:21]([O-:25])=[CH:20][C:19]=1[Cl:26])=[O:14])=O)(C)(C)C.Cl. The catalyst is CCOC(C)=O. The product is [ClH:24].[Cl:26][C:19]1[CH:20]=[N+:21]([O-:25])[CH:22]=[C:23]([Cl:24])[C:18]=1[CH2:17][C@@H:16]([C:27]1[CH:32]=[CH:31][C:30]([O:33][CH:34]([F:36])[F:35])=[C:29]([O:37][CH3:38])[CH:28]=1)[O:15][C:13]([C@H:9]1[NH:8][CH2:12][CH2:11][S:10]1)=[O:14]. The yield is 0.970. (4) The reactants are [C:1]([C:3]1[S:7][C:6]([C:8]([O:10][CH2:11][CH3:12])=[O:9])=[C:5]([CH3:13])[CH:4]=1)#[N:2].[C:14]1([CH2:20][C:21]([NH:23][NH2:24])=O)[CH:19]=[CH:18][CH:17]=[CH:16][CH:15]=1.C(=O)([O-])[O-].[K+].[K+].[CH2:31](O)[CH2:32]CC. No catalyst specified. The product is [CH2:20]([C:21]1[NH:23][N:24]=[C:1]([C:3]2[S:7][C:6]([C:8]([O:10][CH2:11][CH2:12][CH2:31][CH3:32])=[O:9])=[C:5]([CH3:13])[CH:4]=2)[N:2]=1)[C:14]1[CH:19]=[CH:18][CH:17]=[CH:16][CH:15]=1. The yield is 0.420. (5) The yield is 0.520. The reactants are [Br:1][C:2]1[N:3]=[C:4]([C:9]#[C:10][Si](C)(C)C)[C:5]([NH2:8])=[N:6][CH:7]=1.[H-].[Na+].[C:17]1([CH3:27])[CH:22]=[CH:21][C:20]([S:23](Cl)(=[O:25])=[O:24])=[CH:19][CH:18]=1. The product is [Br:1][C:2]1[N:3]=[C:4]2[CH:9]=[CH:10][N:8]([S:23]([C:20]3[CH:21]=[CH:22][C:17]([CH3:27])=[CH:18][CH:19]=3)(=[O:25])=[O:24])[C:5]2=[N:6][CH:7]=1. The catalyst is CN(C=O)C. (6) The reactants are Br[C:2]1[CH:3]=[C:4]2[C:10]([C:11]3[CH:16]=[CH:15][C:14]([F:17])=[CH:13][CH:12]=3)=[CH:9][N:8](S(C3C=CC(C)=CC=3)(=O)=O)[C:5]2=[N:6][CH:7]=1.[CH3:28][O:29][C:30]1[CH:31]=[C:32](B(O)O)[CH:33]=[C:34]([O:38][CH3:39])[C:35]=1[O:36][CH3:37].C([O-])([O-])=O.[Na+].[Na+].CCOC(C)=O. The catalyst is CC#N.Cl[Pd](Cl)([P](C1C=CC=CC=1)(C1C=CC=CC=1)C1C=CC=CC=1)[P](C1C=CC=CC=1)(C1C=CC=CC=1)C1C=CC=CC=1. The product is [F:17][C:14]1[CH:13]=[CH:12][C:11]([C:10]2[C:4]3[C:5](=[N:6][CH:7]=[C:2]([C:32]4[CH:33]=[C:34]([O:38][CH3:39])[C:35]([O:36][CH3:37])=[C:30]([O:29][CH3:28])[CH:31]=4)[CH:3]=3)[NH:8][CH:9]=2)=[CH:16][CH:15]=1. The yield is 0.290. (7) The reactants are [NH2:1][C:2]1[CH:7]=[N:6][C:5](Br)=[CH:4][N:3]=1.[CH:9](N(CC)C(C)C)(C)[CH3:10].[Cl-].[Li+].C([Sn](CCCC)(CCCC)CCCC)=C.[F-].[K+]. The catalyst is CN(C)C=O.C(Cl)Cl.C1C=CC([P]([Pd]([P](C2C=CC=CC=2)(C2C=CC=CC=2)C2C=CC=CC=2)([P](C2C=CC=CC=2)(C2C=CC=CC=2)C2C=CC=CC=2)[P](C2C=CC=CC=2)(C2C=CC=CC=2)C2C=CC=CC=2)(C2C=CC=CC=2)C2C=CC=CC=2)=CC=1. The product is [NH2:1][C:2]1[CH:7]=[N:6][C:5]([CH:9]=[CH2:10])=[CH:4][N:3]=1. The yield is 0.610.